Dataset: Full USPTO retrosynthesis dataset with 1.9M reactions from patents (1976-2016). Task: Predict the reactants needed to synthesize the given product. (1) Given the product [CH2:1]([N:8]([C@H:28]([CH:30]1[CH2:32][CH2:31]1)[CH3:29])[C:9](=[O:27])[CH2:10][N:11]1[C:24](=[O:25])[C@:14]2([C:22]3[C:17](=[CH:18][C:19]([C:34]#[C:33][Si:35]([CH3:38])([CH3:37])[CH3:36])=[CH:20][CH:21]=3)[CH2:16][CH2:15]2)[NH:13][C:12]1=[O:26])[C:2]1[CH:7]=[CH:6][CH:5]=[CH:4][CH:3]=1, predict the reactants needed to synthesize it. The reactants are: [CH2:1]([N:8]([C@H:28]([CH:30]1[CH2:32][CH2:31]1)[CH3:29])[C:9](=[O:27])[CH2:10][N:11]1[C:24](=[O:25])[C@:14]2([C:22]3[C:17](=[CH:18][C:19](Br)=[CH:20][CH:21]=3)[CH2:16][CH2:15]2)[NH:13][C:12]1=[O:26])[C:2]1[CH:7]=[CH:6][CH:5]=[CH:4][CH:3]=1.[C:33]([Si:35]([CH3:38])([CH3:37])[CH3:36])#[CH:34]. (2) The reactants are: [F:1][C:2]1[CH:7]=[CH:6][CH:5]=[CH:4][C:3]=1[C:8]1[C:20]2[C:19]3[C:14](=[CH:15][C:16]([N:21]4[CH2:26][CH2:25][O:24][CH2:23][CH2:22]4)=[CH:17][CH:18]=3)[NH:13][C:12]=2[C:11]([C:27]([O:29]CC)=[O:28])=[N:10][CH:9]=1.[OH-].[Na+]. Given the product [F:1][C:2]1[CH:7]=[CH:6][CH:5]=[CH:4][C:3]=1[C:8]1[C:20]2[C:19]3[C:14](=[CH:15][C:16]([N:21]4[CH2:22][CH2:23][O:24][CH2:25][CH2:26]4)=[CH:17][CH:18]=3)[NH:13][C:12]=2[C:11]([C:27]([OH:29])=[O:28])=[N:10][CH:9]=1, predict the reactants needed to synthesize it. (3) Given the product [O:25]=[C:19]1[CH:18]([N:12]2[CH2:11][C:10]3[C:14](=[CH:15][CH:16]=[C:8]([CH2:7][NH:6][C:36]([NH:35][C:32]4[CH:33]=[CH:34][C:29]([O:28][C:27]([F:26])([F:38])[F:39])=[CH:30][CH:31]=4)=[O:37])[CH:9]=3)[C:13]2=[O:17])[CH2:23][CH2:22][C:21](=[O:24])[NH:20]1, predict the reactants needed to synthesize it. The reactants are: CS(O)(=O)=O.[NH2:6][CH2:7][C:8]1[CH:9]=[C:10]2[C:14](=[CH:15][CH:16]=1)[C:13](=[O:17])[N:12]([CH:18]1[CH2:23][CH2:22][C:21](=[O:24])[NH:20][C:19]1=[O:25])[CH2:11]2.[F:26][C:27]([F:39])([F:38])[O:28][C:29]1[CH:34]=[CH:33][C:32]([N:35]=[C:36]=[O:37])=[CH:31][CH:30]=1.C(N(CC)CC)C.Cl. (4) Given the product [CH3:12][CH:10]([NH:9][C:8]1[CH:7]=[CH:6][C:5]([C:13]2[O:17][N:16]=[C:15]([C:18]3[CH:35]=[CH:34][C:21]4[CH2:22][CH2:23][NH:24][CH2:25][CH2:26][C:20]=4[CH:19]=3)[N:14]=2)=[CH:4][C:3]=1[C:1]#[N:2])[CH3:11], predict the reactants needed to synthesize it. The reactants are: [C:1]([C:3]1[CH:4]=[C:5]([C:13]2[O:17][N:16]=[C:15]([C:18]3[CH:35]=[CH:34][C:21]4[CH2:22][CH2:23][N:24](C(OC(C)(C)C)=O)[CH2:25][CH2:26][C:20]=4[CH:19]=3)[N:14]=2)[CH:6]=[CH:7][C:8]=1[NH:9][CH:10]([CH3:12])[CH3:11])#[N:2].FC(F)(F)C(O)=O.